Dataset: CYP2D6 inhibition data for predicting drug metabolism from PubChem BioAssay. Task: Regression/Classification. Given a drug SMILES string, predict its absorption, distribution, metabolism, or excretion properties. Task type varies by dataset: regression for continuous measurements (e.g., permeability, clearance, half-life) or binary classification for categorical outcomes (e.g., BBB penetration, CYP inhibition). Dataset: cyp2d6_veith. (1) The result is 0 (non-inhibitor). The drug is O=C(CSc1nc2nc(-c3cccs3)cc(C(F)(F)F)c2c(=O)[nH]1)NCc1ccco1. (2) The molecule is COc1ccc(-c2c(C)n([O-])c3c([n+]2=O)CCCC3)cc1. The result is 0 (non-inhibitor). (3) The molecule is COC(=O)[C@@]1(Cc2ccc(OC)cc2)[C@H]2c3cc(C(=O)N(C)C)n(CCc4ccccn4)c3C[C@H]2CN1C(=O)c1ccccc1. The result is 0 (non-inhibitor). (4) The drug is Cc1nnc(-c2cnn(-c3ccccc3)c2N)n1Cc1ccncc1. The result is 0 (non-inhibitor).